From a dataset of SARS-CoV-2 main protease (3CLPro) crystallographic fragment screen with 879 compounds. Binary Classification. Given a drug SMILES string, predict its activity (active/inactive) in a high-throughput screening assay against a specified biological target. (1) The compound is Cc1noc(NC(=O)CC2CCCC2)n1. The result is 0 (inactive). (2) The drug is CN1CCC(Oc2cccc(F)c2)C1=O. The result is 0 (inactive). (3) The drug is Cc1ccc(NC(=O)C2CCCO2)nc1. The result is 0 (inactive). (4) The molecule is C[C@@H]1CCNC[C@@H]1CO. The result is 0 (inactive). (5) The compound is Cc1noc(C)c1CC(C)C(=O)N(C)C. The result is 0 (inactive). (6) The compound is CC(O)COc1cccc(F)c1. The result is 0 (inactive).